From a dataset of M1 muscarinic receptor antagonist screen with 61,756 compounds. Binary Classification. Given a drug SMILES string, predict its activity (active/inactive) in a high-throughput screening assay against a specified biological target. (1) The result is 0 (inactive). The compound is Clc1c(N2CCOCC2)ccc(NC(=O)CSc2n(nnn2)c2ccc(cc2)C(=O)N)c1. (2) The drug is O(Cc1n(c2c(n1)cccc2)CCOC)c1ccc(OC)cc1. The result is 0 (inactive). (3) The molecule is Clc1cc2[nH]c(nc2nc1)C(F)(F)F. The result is 0 (inactive). (4) The compound is S(c1n(c(nn1)Cc1n(ccc1)C)c1ccc(F)cc1)CC(=O)Nc1ccc(OC)cc1. The result is 0 (inactive). (5) The result is 0 (inactive). The molecule is O=c1n(CC(C)C)cc(c2c1cc(OC)c(OC)c2)C(=O)NCC(OCC)=O. (6) The drug is s1c(n2nc(SCC)nc2c2ccc(OC)cc2)nc2c1cccc2. The result is 0 (inactive). (7) The molecule is OC(=O)c1n[nH]c2CCCCCc12. The result is 0 (inactive). (8) The drug is Fc1c(ccc(NC(=O)c2oc(nc2C)C)c1)C. The result is 0 (inactive).